From a dataset of hERG Central: cardiac toxicity at 1µM, 10µM, and general inhibition. Predict hERG channel inhibition at various concentrations. (1) The molecule is COc1cc(NC(=O)COc2ccc(-n3ccnc3)cc2)cc(OC)c1. Results: hERG_inhib (hERG inhibition (general)): blocker. (2) The molecule is CCn1c(=O)c(C(=O)CN(C)Cc2cccc(OC)c2OC)c(N)n(Cc2ccccc2)c1=O. Results: hERG_inhib (hERG inhibition (general)): blocker. (3) Results: hERG_inhib (hERG inhibition (general)): blocker. The molecule is Cl.OC(COc1ccccc1F)CN1CCC(Cc2ccccc2)CC1. (4) The drug is O=C(O)C(=O)O.O=[N+]([O-])c1cc2c(cc1CNCCc1ccc3c(c1)OCO3)OCO2. Results: hERG_inhib (hERG inhibition (general)): blocker. (5) The drug is CC(C)(C)c1ccc(/C=C2/SC(N3CCCC3)=NC2=O)cc1. Results: hERG_inhib (hERG inhibition (general)): blocker. (6) The drug is C=CCCC(=O)NC1CC(C)(C)Cc2c1cnn2-c1cccc(F)c1. Results: hERG_inhib (hERG inhibition (general)): blocker. (7) The drug is CC(C)CNC(=S)N1CCC(c2nc(-c3ccc(F)cc3)no2)CC1. Results: hERG_inhib (hERG inhibition (general)): blocker.